This data is from Catalyst prediction with 721,799 reactions and 888 catalyst types from USPTO. The task is: Predict which catalyst facilitates the given reaction. (1) Reactant: [CH3:1][Mg]Br.[Br:4][C:5]1[CH:10]=[CH:9][C:8]([CH2:11][OH:12])=[C:7]([Cl:13])[CH:6]=1.[Cl-].[NH4+]. Product: [Br:4][C:5]1[CH:10]=[CH:9][C:8]([CH:11]([OH:12])[CH3:1])=[C:7]([Cl:13])[CH:6]=1. The catalyst class is: 7. (2) Product: [C:1]([O:5][C:6]([N:8]([CH2:54][CH2:55][N:56]([CH3:57])[CH3:58])[CH2:9][C:10]([C@H:12]1[C@@H:16]2[C@@H:17]3[C@@:30]([CH3:33])([CH2:31][CH2:32][C@@:15]2([C:51](=[O:52])[NH:75][CH2:76][CH2:77][C:78]([O:80][CH2:81][CH3:82])=[O:79])[CH2:14][CH2:13]1)[C@@:29]1([CH3:34])[C@@H:20]([C@:21]2([CH3:50])[C@@H:26]([CH2:27][CH2:28]1)[C:25]([CH3:36])([CH3:35])[C:24]([C:37]1[CH:42]=[CH:41][C:40]([C:43]([O:45][C:46]([CH3:47])([CH3:48])[CH3:49])=[O:44])=[CH:39][CH:38]=1)=[CH:23][CH2:22]2)[CH2:19][CH2:18]3)=[CH2:11])=[O:7])([CH3:2])([CH3:3])[CH3:4]. Reactant: [C:1]([O:5][C:6]([N:8]([CH2:54][CH2:55][N:56]([CH3:58])[CH3:57])[CH2:9][C:10]([C@H:12]1[C@@H:16]2[C@@H:17]3[C@@:30]([CH3:33])([CH2:31][CH2:32][C@@:15]2([C:51](O)=[O:52])[CH2:14][CH2:13]1)[C@@:29]1([CH3:34])[C@@H:20]([C@:21]2([CH3:50])[C@@H:26]([CH2:27][CH2:28]1)[C:25]([CH3:36])([CH3:35])[C:24]([C:37]1[CH:42]=[CH:41][C:40]([C:43]([O:45][C:46]([CH3:49])([CH3:48])[CH3:47])=[O:44])=[CH:39][CH:38]=1)=[CH:23][CH2:22]2)[CH2:19][CH2:18]3)=[CH2:11])=[O:7])([CH3:4])([CH3:3])[CH3:2].C(Cl)(=O)C(Cl)=O.CCN(C(C)C)C(C)C.Cl.[NH2:75][CH2:76][CH2:77][C:78]([O:80][CH2:81][CH3:82])=[O:79]. The catalyst class is: 142. (3) Reactant: [CH2:1]([O:3][C:4]1[CH:9]=[CH:8][C:7]([CH2:10][CH2:11][CH2:12]O)=[C:6]([F:14])[C:5]=1[F:15])[CH3:2].C1(P(C2C=CC=CC=2)C2C=CC=CC=2)C=CC=CC=1.C(Br)(Br)(Br)[Br:36].C(=O)([O-])O.[Na+]. Product: [CH2:1]([O:3][C:4]1[CH:9]=[CH:8][C:7]([CH2:10][CH2:11][CH2:12][Br:36])=[C:6]([F:14])[C:5]=1[F:15])[CH3:2]. The catalyst class is: 2. (4) The catalyst class is: 3. Reactant: [N:1]1[CH:6]=[CH:5][CH:4]=[CH:3][C:2]=1[C:7]1[O:8][C:9]2[CH2:10][NH:11][CH2:12][CH2:13][C:14]=2[N:15]=1.Cl[C:17]1[N:24]=[CH:23][CH:22]=[CH:21][C:18]=1[C:19]#[N:20].CCN(C(C)C)C(C)C.O. Product: [N:1]1[CH:6]=[CH:5][CH:4]=[CH:3][C:2]=1[C:7]1[O:8][C:9]2[CH2:10][N:11]([C:17]3[N:24]=[CH:23][CH:22]=[CH:21][C:18]=3[C:19]#[N:20])[CH2:12][CH2:13][C:14]=2[N:15]=1. (5) Reactant: C(OC([N:8]1[CH2:12][CH2:11][C@H:10]([CH2:13][C:14]([OH:16])=O)[CH2:9]1)=O)(C)(C)C.CN(C(ON1N=NC2[CH:28]=[CH:29][CH:30]=[N:31]C1=2)=[N+](C)C)C.F[P-](F)(F)(F)(F)F.C1(N)CC1.[ClH:45]. Product: [ClH:45].[CH:30]1([NH:31][C:14](=[O:16])[CH2:13][C@H:10]2[CH2:11][CH2:12][NH:8][CH2:9]2)[CH2:28][CH2:29]1. The catalyst class is: 3. (6) Reactant: [C:1]([C:4]1[C:9]([C:10]2[CH:15]=[CH:14][CH:13]=[CH:12][CH:11]=2)=[N:8][NH:7][C:6](=[O:16])[CH:5]=1)(=[O:3])[CH3:2].C(=O)([O-])[O-].[K+].[K+].Br[CH2:24][CH:25]1[CH2:27][CH2:26]1. Product: [C:1]([C:4]1[C:9]([C:10]2[CH:11]=[CH:12][CH:13]=[CH:14][CH:15]=2)=[N:8][N:7]([CH2:24][CH:25]2[CH2:27][CH2:26]2)[C:6](=[O:16])[CH:5]=1)(=[O:3])[CH3:2]. The catalyst class is: 31.